Dataset: Reaction yield outcomes from USPTO patents with 853,638 reactions. Task: Predict the reaction yield, written as a fraction of the theoretical maximum amount of product (1.0 means a 100% yield; for example, 0.34 means a 34% yield). (1) The reactants are C[Mg]Br.CC[O:6][CH2:7][CH3:8].[F:9][C:10]1[S:14][C:13](C#N)=[CH:12][CH:11]=1.Cl.[Na+].[Cl-]. The yield is 0.330. No catalyst specified. The product is [F:9][C:10]1[S:14][C:13]([C:7](=[O:6])[CH3:8])=[CH:12][CH:11]=1. (2) The reactants are [CH2:1]([O:3][C:4](=[O:12])[C:5]([OH:11])([CH3:10])[CH2:6][N+:7]([O-])=O)[CH3:2]. The catalyst is C(O)(=O)C.[Zn]. The product is [CH2:1]([O:3][C:4](=[O:12])[C:5]([OH:11])([CH3:10])[CH2:6][NH2:7])[CH3:2]. The yield is 0.910. (3) The reactants are [CH2:1]([C:8]1[CH:13]=[C:12]([Br:14])[CH:11]=[CH:10][C:9]=1[OH:15])[C:2]1[CH:7]=[CH:6][CH:5]=[CH:4][CH:3]=1.[H-].[Na+].[C:18]([O:21][CH2:22][CH3:23])(=[O:20])[CH3:19]. The catalyst is C1COCC1. The product is [CH2:1]([C:8]1[CH:13]=[C:12]([Br:14])[CH:11]=[CH:10][C:9]=1[O:15][CH2:19][C:18]([O:21][CH2:22][CH3:23])=[O:20])[C:2]1[CH:3]=[CH:4][CH:5]=[CH:6][CH:7]=1. The yield is 0.920.